Dataset: Forward reaction prediction with 1.9M reactions from USPTO patents (1976-2016). Task: Predict the product of the given reaction. Given the reactants [CH3:1][C:2]1[O:6][N:5]=[C:4]([C:7]2[CH:12]=[CH:11][CH:10]=[CH:9][CH:8]=2)[C:3]=1[CH2:13][OH:14].O[C:16]1[CH:21]=[CH:20][C:19]([N+:22]([O-:24])=[O:23])=[CH:18][N:17]=1, predict the reaction product. The product is: [CH3:1][C:2]1[O:6][N:5]=[C:4]([C:7]2[CH:12]=[CH:11][CH:10]=[CH:9][CH:8]=2)[C:3]=1[CH2:13][O:14][C:16]1[CH:21]=[CH:20][C:19]([N+:22]([O-:24])=[O:23])=[CH:18][N:17]=1.